This data is from Forward reaction prediction with 1.9M reactions from USPTO patents (1976-2016). The task is: Predict the product of the given reaction. (1) Given the reactants [Mg].Br[C:3]1[CH:4]=[CH:5][C:6]([Cl:11])=[C:7]([O:9][CH3:10])[CH:8]=1.[C:12]([N:19]1[CH2:24][CH2:23][CH2:22][CH2:21][C:20]1=O)([O:14][C:15]([CH3:18])([CH3:17])[CH3:16])=[O:13].C1C[O:29]CC1, predict the reaction product. The product is: [C:15]([O:14][C:12]([N:19]1[CH2:24][CH2:23][C:22]([C:3]2[CH:4]=[CH:5][C:6]([Cl:11])=[C:7]([O:9][CH3:10])[CH:8]=2)([OH:29])[CH2:21][CH2:20]1)=[O:13])([CH3:18])([CH3:17])[CH3:16]. (2) Given the reactants Br[CH2:2][CH2:3][CH2:4][N:5]1C(=O)C2=CC=CC=C2C1=O.[Cl:16][C:17]1[CH:22]=[CH:21][C:20]([OH:23])=[CH:19][CH:18]=1, predict the reaction product. The product is: [Cl:16][C:17]1[CH:22]=[CH:21][C:20]([O:23][CH2:2][CH2:3][CH2:4][NH2:5])=[CH:19][CH:18]=1.